Dataset: Full USPTO retrosynthesis dataset with 1.9M reactions from patents (1976-2016). Task: Predict the reactants needed to synthesize the given product. Given the product [C:18]([C:10]1([OH:15])[C:11]([CH3:14])([CH3:13])[CH2:12][C:4]2([O:5][CH:6]([CH3:7])[CH:2]([CH3:1])[O:3]2)[CH:8]=[C:9]1[CH3:16])#[CH:19], predict the reactants needed to synthesize it. The reactants are: [CH3:1][CH:2]1[CH:6]([CH3:7])[O:5][C:4]2([CH2:12][C:11]([CH3:14])([CH3:13])[C:10](=[O:15])[C:9]([CH3:16])=[CH:8]2)[O:3]1.O1CC[CH2:19][CH2:18]1.